Dataset: Full USPTO retrosynthesis dataset with 1.9M reactions from patents (1976-2016). Task: Predict the reactants needed to synthesize the given product. The reactants are: [O:1]=[C:2]1[N:6]([C:7]2[CH:12]=[CH:11][CH:10]=[CH:9][N:8]=2)[CH2:5][CH2:4][N:3]1[CH2:13][C:14]([O:16]C(C)(C)C)=[O:15].Cl. Given the product [O:1]=[C:2]1[N:6]([C:7]2[CH:12]=[CH:11][CH:10]=[CH:9][N:8]=2)[CH2:5][CH2:4][N:3]1[CH2:13][C:14]([OH:16])=[O:15], predict the reactants needed to synthesize it.